Dataset: Full USPTO retrosynthesis dataset with 1.9M reactions from patents (1976-2016). Task: Predict the reactants needed to synthesize the given product. (1) Given the product [OH:36][C@@H:34]([CH3:35])[C:32]([NH:1][C@H:2]1[CH2:7][CH2:6][C@H:5]([NH:8][C:9]([C:11]2[C:15]3[N:16]=[CH:17][N:18]=[C:19]([C:20]4[CH:25]=[CH:24][CH:23]=[CH:22][C:21]=4[O:26][CH2:27][CH:28]4[CH2:29][CH2:30]4)[C:14]=3[NH:13][CH:12]=2)=[O:10])[CH2:4][CH2:3]1)=[O:33], predict the reactants needed to synthesize it. The reactants are: [NH2:1][C@H:2]1[CH2:7][CH2:6][C@H:5]([NH:8][C:9]([C:11]2[C:15]3[N:16]=[CH:17][N:18]=[C:19]([C:20]4[CH:25]=[CH:24][CH:23]=[CH:22][C:21]=4[O:26][CH2:27][CH:28]4[CH2:30][CH2:29]4)[C:14]=3[NH:13][CH:12]=2)=[O:10])[CH2:4][CH2:3]1.Cl[C:32]([C@@H:34]([O:36]C(=O)C)[CH3:35])=[O:33]. (2) Given the product [CH3:34][C:29]1([CH3:35])[C:30]([CH3:33])([CH3:32])[O:31][B:27]([C:7]2[CH2:8][CH2:9][N:10]([C:13](=[O:18])[C:14]([F:17])([F:16])[F:15])[CH2:11][CH:12]=2)[O:28]1, predict the reactants needed to synthesize it. The reactants are: FC(F)(F)S(O[C:7]1[CH2:8][CH2:9][N:10]([C:13](=[O:18])[C:14]([F:17])([F:16])[F:15])[CH2:11][CH:12]=1)(=O)=O.C(=O)([O-])[O-].[Cs+].[Cs+].[B:27]1([B:27]2[O:31][C:30]([CH3:33])([CH3:32])[C:29]([CH3:35])([CH3:34])[O:28]2)[O:31][C:30]([CH3:33])([CH3:32])[C:29]([CH3:35])([CH3:34])[O:28]1.O. (3) Given the product [Si:8]([O:15][C:16]1[CH:24]=[CH:23][C:19]([C:20]([O:21][CH3:25])=[C:4]([C:3]#[N:7])[C:5]#[N:6])=[CH:18][CH:17]=1)([C:11]([CH3:14])([CH3:13])[CH3:12])([CH3:10])[CH3:9], predict the reactants needed to synthesize it. The reactants are: [H-].[Na+].[C:3](#[N:7])[CH2:4][C:5]#[N:6].[Si:8]([O:15][C:16]1[CH:24]=[CH:23][C:19]([C:20](O)=[O:21])=[CH:18][CH:17]=1)([C:11]([CH3:14])([CH3:13])[CH3:12])([CH3:10])[CH3:9].[CH3:25]N1CCOCC1.C(OC(Cl)=O)C(C)C.S(OC)(OC)(=O)=O. (4) Given the product [C:13]([O:12][C:10]([N:5]1[CH2:6][C@H:7]([OH:9])[CH2:8][C@H:4]1[C:2]#[N:1])=[O:11])([CH3:16])([CH3:14])[CH3:15], predict the reactants needed to synthesize it. The reactants are: [NH2:1][C:2]([C@@H:4]1[CH2:8][C@@H:7]([OH:9])[CH2:6][N:5]1[C:10]([O:12][C:13]([CH3:16])([CH3:15])[CH3:14])=[O:11])=O.FC(F)(F)C(OC(=O)C(F)(F)F)=O.O.C(OCC)(=O)C. (5) Given the product [C:26]([NH:1][CH2:2][CH2:3][C:4]1[CH:5]=[CH:6][C:7]([C:10]2[CH:15]=[CH:14][C:13]([CH:16]([CH3:25])[CH2:17][NH:18][S:19]([CH:22]([CH3:24])[CH3:23])(=[O:21])=[O:20])=[CH:12][CH:11]=2)=[CH:8][CH:9]=1)(=[O:28])[CH3:27], predict the reactants needed to synthesize it. The reactants are: [NH2:1][CH2:2][CH2:3][C:4]1[CH:9]=[CH:8][C:7]([C:10]2[CH:15]=[CH:14][C:13]([CH:16]([CH3:25])[CH2:17][NH:18][S:19]([CH:22]([CH3:24])[CH3:23])(=[O:21])=[O:20])=[CH:12][CH:11]=2)=[CH:6][CH:5]=1.[C:26](Cl)(=[O:28])[CH3:27].